From a dataset of Full USPTO retrosynthesis dataset with 1.9M reactions from patents (1976-2016). Predict the reactants needed to synthesize the given product. (1) Given the product [F:1][C:2]([F:7])([F:6])[C:3]([OH:5])=[O:4].[F:8][C:9]([F:14])([F:13])[C:10]([OH:12])=[O:11].[Cl:52][C:36]1[CH:37]=[N:38][C:39]2[NH:40][C:41]3[CH:42]=[N:43][CH:44]=[C:45]([CH:50]=3)[CH2:46][CH2:47][C:48]3[CH:49]=[C:33]([NH:34][C:35]=1[N:51]=2)[CH:32]=[CH:31][C:30]=3[NH:29][C:27](=[O:28])[CH2:26][CH:24]1[CH2:23][N:22]([C:58]([C:54]2[S:53][CH:57]=[CH:56][N:55]=2)=[O:59])[CH2:25]1, predict the reactants needed to synthesize it. The reactants are: [F:1][C:2]([F:7])([F:6])[C:3]([OH:5])=[O:4].[F:8][C:9]([F:14])([F:13])[C:10]([OH:12])=[O:11].FC(F)(F)C(O)=O.[NH:22]1[CH2:25][CH:24]([CH2:26][C:27]([NH:29][C:30]2[CH:31]=[CH:32][C:33]3[NH:34][C:35]4[N:51]=[C:39]([NH:40][C:41]5[CH:42]=[N:43][CH:44]=[C:45]([CH:50]=5)[CH2:46][CH2:47][C:48]=2[CH:49]=3)[N:38]=[CH:37][C:36]=4[Cl:52])=[O:28])[CH2:23]1.[S:53]1[CH:57]=[CH:56][N:55]=[C:54]1[C:58](Cl)=[O:59]. (2) Given the product [CH:8]1([OH:9])[CH2:1][CH2:2][CH2:3][CH:4]=[CH:5][CH2:6][CH2:7]1, predict the reactants needed to synthesize it. The reactants are: [CH:1]12[O:9][CH:8]1[CH2:7][CH2:6][CH:5]=[CH:4][CH2:3][CH2:2]2.[H-].[H-].[H-].[H-].[Li+].[Al+3].O.[OH-].[Na+]. (3) Given the product [OH:39][CH:32]1[CH:33]2[CH2:38][C:29]3([C:27]([NH:26][C@H:22]4[CH2:23][CH2:24][CH2:25][N:20]([C:17]5[CH:18]=[CH:19][C:14]([N:1]6[CH2:5][CH2:4][CH2:3][C:2]6=[O:6])=[CH:15][CH:16]=5)[CH2:21]4)=[O:28])[CH2:36][CH:35]([CH2:37][CH:31]1[CH2:30]3)[CH2:34]2, predict the reactants needed to synthesize it. The reactants are: [NH:1]1[CH2:5][CH2:4][CH2:3][C:2]1=[O:6].C(=O)([O-])[O-].[K+].[K+].Br[C:14]1[CH:19]=[CH:18][C:17]([N:20]2[CH2:25][CH2:24][CH2:23][C@H:22]([NH:26][C:27]([C:29]34[CH2:38][CH:33]5[CH2:34][CH:35]([CH2:37][CH:31]([CH:32]5[OH:39])[CH2:30]3)[CH2:36]4)=[O:28])[CH2:21]2)=[CH:16][CH:15]=1.C1(C)C=CC=CC=1. (4) The reactants are: [CH3:1][C:2]1([CH3:20])[CH2:6][S:5](=[O:8])(=[O:7])[N:4]([C:9]2[CH:19]=[CH:18][C:12]([C:13]([O:15]CC)=O)=[CH:11][CH:10]=2)[CH2:3]1.[CH3:21][C:22]1[C:23]([N:29]2[CH2:34][CH2:33][NH:32][CH2:31][CH2:30]2)=[N:24][CH:25]=[C:26]([CH3:28])[CH:27]=1. Given the product [CH3:20][C:2]1([CH3:1])[CH2:6][S:5](=[O:7])(=[O:8])[N:4]([C:9]2[CH:10]=[CH:11][C:12]([C:13]([N:32]3[CH2:33][CH2:34][N:29]([C:23]4[C:22]([CH3:21])=[CH:27][C:26]([CH3:28])=[CH:25][N:24]=4)[CH2:30][CH2:31]3)=[O:15])=[CH:18][CH:19]=2)[CH2:3]1, predict the reactants needed to synthesize it. (5) Given the product [F:1][C:2]([F:17])([F:18])[C:3]([NH:5][C@@H:6]1[C:15]2[C:10](=[CH:11][CH:12]=[CH:13][CH:14]=2)[C@@H:9]([OH:16])[CH2:8][CH2:7]1)=[O:4], predict the reactants needed to synthesize it. The reactants are: [F:1][C:2]([F:18])([F:17])[C:3]([NH:5][C@@H:6]1[C:15]2[C:10](=[CH:11][CH:12]=[CH:13][CH:14]=2)[C:9](=[O:16])[CH2:8][CH2:7]1)=[O:4].C(O)=O.CCN(CC)CC. (6) The reactants are: C(N(CC)CC)C.[C:8]([O:12][C:13](=[O:30])[NH:14][C:15]1[CH:16]=[C:17]2[C:28](=[O:29])[NH:27][N:26]=[CH:25][C:19]3=[C:20](Cl)[NH:21][C:22]([CH:23]=1)=[C:18]23)([CH3:11])([CH3:10])[CH3:9].[NH:31]1[CH2:36][CH2:35][O:34][CH2:33][CH2:32]1.C(O)CCC. Given the product [C:8]([O:12][C:13](=[O:30])[NH:14][C:15]1[CH:16]=[C:17]2[C:28](=[O:29])[NH:27][N:26]=[CH:25][C:19]3=[C:20]([N:31]4[CH2:36][CH2:35][O:34][CH2:33][CH2:32]4)[NH:21][C:22]([CH:23]=1)=[C:18]23)([CH3:11])([CH3:10])[CH3:9], predict the reactants needed to synthesize it.